Task: Predict the reaction yield, written as a fraction of the theoretical maximum amount of product (1.0 means a 100% yield; for example, 0.34 means a 34% yield).. Dataset: Reaction yield outcomes from USPTO patents with 853,638 reactions (1) The reactants are [CH2:1]([NH:8][CH:9]1[CH2:14][CH2:13][C:12](=[O:15])[CH2:11][CH2:10]1)[C:2]1[CH:7]=[CH:6][CH:5]=[CH:4][CH:3]=1.[C-:16]#[N:17].[Na+].C([O-])(O)=O.[Na+]. The catalyst is CCOCC.O. The product is [CH2:1]([NH:8][CH:9]1[CH2:14][CH2:13][C:12]([OH:15])([C:16]#[N:17])[CH2:11][CH2:10]1)[C:2]1[CH:7]=[CH:6][CH:5]=[CH:4][CH:3]=1. The yield is 0.850. (2) The reactants are C([N:3](CC)CC)C.C(OC(Cl)=O)C(C)C.[CH3:16][O:17][CH2:18][O:19][C:20]1[CH:25]=[C:24]([O:26][CH2:27][O:28][CH3:29])[CH:23]=[CH:22][C:21]=1[CH:30]1[CH2:35][CH2:34][CH2:33][CH:32]([C:36]([OH:38])=O)[CH2:31]1.N. The catalyst is O1CCCC1. The product is [CH3:16][O:17][CH2:18][O:19][C:20]1[CH:25]=[C:24]([O:26][CH2:27][O:28][CH3:29])[CH:23]=[CH:22][C:21]=1[CH:30]1[CH2:35][CH2:34][CH2:33][CH:32]([C:36]([NH2:3])=[O:38])[CH2:31]1. The yield is 0.870. (3) The reactants are [Cl:1][C:2]1[CH:34]=[CH:33][C:5]([CH2:6][CH2:7][NH:8][C:9]([C:11]2[CH:29]=[CH:28][C:14]([O:15][C:16]3[CH:21]=[CH:20][C:19]([CH2:22][C:23]([O:25][CH3:26])=[O:24])=[CH:18][C:17]=3[Cl:27])=[C:13]([N+:30]([O-])=O)[CH:12]=2)=[O:10])=[CH:4][CH:3]=1.[NH4+].[Cl-].C(Cl)Cl.C(=O)([O-])[O-].[Na+].[Na+]. The catalyst is C1COCC1.[Zn]. The product is [Cl:1][C:2]1[CH:3]=[CH:4][C:5]([CH2:6][CH2:7][NH:8][C:9]([C:11]2[CH:29]=[CH:28][C:14]([O:15][C:16]3[CH:21]=[CH:20][C:19]([CH2:22][C:23]([O:25][CH3:26])=[O:24])=[CH:18][C:17]=3[Cl:27])=[C:13]([NH2:30])[CH:12]=2)=[O:10])=[CH:33][CH:34]=1. The yield is 0.986.